Task: Predict which catalyst facilitates the given reaction.. Dataset: Catalyst prediction with 721,799 reactions and 888 catalyst types from USPTO (1) Reactant: [N+:1]([C:4]1[CH:5]=[C:6]([CH:18]=[CH:19][CH:20]=1)[CH2:7][NH:8][C:9]([NH:11][C:12]1[CH:17]=[CH:16][CH:15]=[CH:14][CH:13]=1)=[O:10])([O-])=O.[H][H]. Product: [NH2:1][C:4]1[CH:5]=[C:6]([CH:18]=[CH:19][CH:20]=1)[CH2:7][NH:8][C:9]([NH:11][C:12]1[CH:17]=[CH:16][CH:15]=[CH:14][CH:13]=1)=[O:10]. The catalyst class is: 63. (2) Reactant: [C:1]([C:5]1[N:9]([CH2:10][CH2:11][C:12]2[CH:17]=[CH:16][C:15]([F:18])=[CH:14][CH:13]=2)[C:8]([CH3:19])=[C:7]([C:20]([O:22][CH2:23][CH3:24])=[O:21])[C:6]=1[CH2:25][OH:26])([CH3:4])([CH3:3])[CH3:2].Cl.O1CCO[CH2:30][CH2:29]1.[OH-].[Na+]. Product: [C:1]([C:5]1[N:9]([CH2:10][CH2:11][C:12]2[CH:17]=[CH:16][C:15]([F:18])=[CH:14][CH:13]=2)[C:8]([CH3:19])=[C:7]([C:20]([O:22][CH2:23][CH3:24])=[O:21])[C:6]=1[CH2:25][O:26][CH2:29][CH3:30])([CH3:2])([CH3:4])[CH3:3]. The catalyst class is: 8. (3) Reactant: [OH:1][C:2]1[CH:3]=[CH:4][C:5]([O:8][C:9]2[CH:10]=[C:11]([CH:26]=[CH:27][CH:28]=2)[CH:12]=[C:13]2[CH2:18][CH2:17][N:16]([C:19]([O:21][C:22]([CH3:25])([CH3:24])[CH3:23])=[O:20])[CH2:15][CH2:14]2)=[N:6][CH:7]=1.[CH2:29](I)[CH3:30].C([O-])([O-])=O.[K+].[K+].C1OCCOCCOCCOCCOCCOC1. Product: [CH2:29]([O:1][C:2]1[CH:3]=[CH:4][C:5]([O:8][C:9]2[CH:10]=[C:11]([CH:26]=[CH:27][CH:28]=2)[CH:12]=[C:13]2[CH2:18][CH2:17][N:16]([C:19]([O:21][C:22]([CH3:23])([CH3:24])[CH3:25])=[O:20])[CH2:15][CH2:14]2)=[N:6][CH:7]=1)[CH3:30]. The catalyst class is: 95.